The task is: Predict the product of the given reaction.. This data is from Forward reaction prediction with 1.9M reactions from USPTO patents (1976-2016). (1) Given the reactants C([O:8][CH2:9][CH2:10][N:11]1[C:17](=[O:18])[C@@H:16]([NH:19][C:20](=[O:36])[CH:21]([O:33][CH2:34][CH3:35])[C:22]([NH:24][CH2:25][C:26]([F:32])([F:31])[C:27]([F:30])([F:29])[F:28])=[O:23])[C:15]2[CH:37]=[CH:38][CH:39]=[CH:40][C:14]=2[C:13]2[CH:41]=[CH:42][CH:43]=[CH:44][C:12]1=2)C1C=CC=CC=1.FC(F)(C(F)(F)F)CN, predict the reaction product. The product is: [CH2:34]([O:33][CH:21]([C:22]([NH:24][CH2:25][C:26]([F:32])([F:31])[C:27]([F:30])([F:28])[F:29])=[O:23])[C:20]([NH:19][C@@H:16]1[C:17](=[O:18])[N:11]([CH2:10][CH2:9][OH:8])[C:12]2[CH:44]=[CH:43][CH:42]=[CH:41][C:13]=2[C:14]2[CH:40]=[CH:39][CH:38]=[CH:37][C:15]1=2)=[O:36])[CH3:35]. (2) Given the reactants [Cl:1][C:2]1[CH:7]=[CH:6][C:5]([C:8]2[C:13]([CH:14]([CH2:19][CH2:20][CH3:21])[C:15]([O:17]C)=[O:16])=[C:12]([CH3:22])[N:11]=[C:10]([C:23]3[CH:28]=[CH:27][CH:26]=[CH:25][CH:24]=3)[N:9]=2)=[CH:4][CH:3]=1.[OH-].[Na+], predict the reaction product. The product is: [Cl:1][C:2]1[CH:3]=[CH:4][C:5]([C:8]2[C:13]([CH:14]([CH2:19][CH2:20][CH3:21])[C:15]([OH:17])=[O:16])=[C:12]([CH3:22])[N:11]=[C:10]([C:23]3[CH:24]=[CH:25][CH:26]=[CH:27][CH:28]=3)[N:9]=2)=[CH:6][CH:7]=1.